This data is from Forward reaction prediction with 1.9M reactions from USPTO patents (1976-2016). The task is: Predict the product of the given reaction. The product is: [F:57][C:2]1([F:1])[C:6]2[N:7]([CH2:14][C:15]([NH:17][C@H:18]([C:28]3[C:33]([C:34]4[CH:35]=[CH:36][CH:37]=[C:38]5[C:42]=4[N:41]([CH3:43])[N:40]=[C:39]5[NH:44][S:45]([CH3:48])(=[O:46])=[O:47])=[CH:32][CH:31]=[C:30]([C:49]#[C:50][C:51]4([OH:55])[CH2:52][CH2:62][O:63][CH2:53][CH2:54]4)[N:29]=3)[CH2:19][C:20]3[CH:21]=[C:22]([F:27])[CH:23]=[C:24]([F:26])[CH:25]=3)=[O:16])[N:8]=[C:9]([C:10]([F:11])([F:13])[F:12])[C:5]=2[C@H:4]2[CH2:56][C@@H:3]12. Given the reactants [F:1][C:2]1([F:57])[C:6]2[N:7]([CH2:14][C:15]([NH:17][C@H:18]([C:28]3[C:33]([C:34]4[CH:35]=[CH:36][CH:37]=[C:38]5[C:42]=4[N:41]([CH3:43])[N:40]=[C:39]5[NH:44][S:45]([CH3:48])(=[O:47])=[O:46])=[CH:32][CH:31]=[C:30]([C:49]#[C:50][C:51]4([OH:55])[CH2:54][CH2:53][CH2:52]4)[N:29]=3)[CH2:19][C:20]3[CH:25]=[C:24]([F:26])[CH:23]=[C:22]([F:27])[CH:21]=3)=[O:16])[N:8]=[C:9]([C:10]([F:13])([F:12])[F:11])[C:5]=2[C@H:4]2[CH2:56][C@@H:3]12.C(C1(O)CC[O:63][CH2:62]C1)#C.CCCC[N+](CCCC)(CCCC)CCCC.[F-], predict the reaction product.